From a dataset of Forward reaction prediction with 1.9M reactions from USPTO patents (1976-2016). Predict the product of the given reaction. (1) Given the reactants [NH2:1][C:2]1[CH:7]=[C:6]([CH3:8])[CH:5]=[C:4]([CH3:9])[C:3]=1[OH:10].C(OCC)(=O)C.C(=O)([O-])O.[Na+].[Br:22][C:23]([CH3:28])([CH3:27])[C:24](Br)=[O:25], predict the reaction product. The product is: [Br:22][C:23]([CH3:28])([CH3:27])[C:24]([NH:1][C:2]1[CH:7]=[C:6]([CH3:8])[CH:5]=[C:4]([CH3:9])[C:3]=1[OH:10])=[O:25]. (2) The product is: [C:26]([C:11]1[C:12]([S:14][CH2:15][C:16]2[CH:21]=[CH:20][N:19]=[C:18]([C:22]([NH:24][CH3:25])=[O:23])[CH:17]=2)=[N:13][C:8]([O:3][CH2:2][CH2:1][OH:4])=[C:9]([C:34]#[N:35])[C:10]=1[C:28]1[CH:33]=[CH:32][CH:31]=[CH:30][CH:29]=1)#[N:27]. Given the reactants [CH2:1]([OH:4])[CH2:2][OH:3].[H-].[Na+].Cl[C:8]1[N:13]=[C:12]([S:14][CH2:15][C:16]2[CH:21]=[CH:20][N:19]=[C:18]([C:22]([NH:24][CH3:25])=[O:23])[CH:17]=2)[C:11]([C:26]#[N:27])=[C:10]([C:28]2[CH:33]=[CH:32][CH:31]=[CH:30][CH:29]=2)[C:9]=1[C:34]#[N:35], predict the reaction product.